This data is from Reaction yield outcomes from USPTO patents with 853,638 reactions. The task is: Predict the reaction yield, written as a fraction of the theoretical maximum amount of product (1.0 means a 100% yield; for example, 0.34 means a 34% yield). (1) The reactants are F[C:2]1[CH:7]=[C:6]([F:8])[CH:5]=[CH:4][C:3]=1[N+:9]([O-:11])=[O:10].CCN(C(C)C)C(C)C.[CH:21]1([C:24]2[NH:28][N:27]=[C:26]([NH2:29])[CH:25]=2)[CH2:23][CH2:22]1. The catalyst is C1COCC1. The product is [CH:21]1([C:24]2[NH:28][N:27]=[C:26]([NH:29][C:2]3[CH:7]=[C:6]([F:8])[CH:5]=[CH:4][C:3]=3[N+:9]([O-:11])=[O:10])[CH:25]=2)[CH2:23][CH2:22]1. The yield is 0.320. (2) The reactants are Cl[C:2]1[N:7]2[N:8]=[C:9]([CH3:11])[CH:10]=[C:6]2[N:5]=[C:4]([NH:12][C:13](=[O:24])[C:14]2[CH:19]=[CH:18][C:17]([C:20]([OH:23])([CH3:22])[CH3:21])=[CH:16][CH:15]=2)[CH:3]=1.[O:25]1[CH2:30][CH2:29][O:28][C:27]2[CH:31]=[C:32](B(O)O)[CH:33]=[CH:34][C:26]1=2.O1CCOCC1. The catalyst is CO.C1(P(C2C=CC=CC=2)[C-]2C=CC=C2)C=CC=CC=1.[C-]1(P(C2C=CC=CC=2)C2C=CC=CC=2)C=CC=C1.[Fe+2].Cl[Pd]Cl. The product is [O:25]1[CH2:30][CH2:29][O:28][C:27]2[CH:31]=[C:32]([C:2]3[N:7]4[N:8]=[C:9]([CH3:11])[CH:10]=[C:6]4[N:5]=[C:4]([NH:12][C:13](=[O:24])[C:14]4[CH:19]=[CH:18][C:17]([C:20]([OH:23])([CH3:22])[CH3:21])=[CH:16][CH:15]=4)[CH:3]=3)[CH:33]=[CH:34][C:26]1=2. The yield is 0.740. (3) The reactants are Cl.[Cl:2][C:3]1[CH:8]=[CH:7][C:6]([CH:9]([NH:15][C:16]([C:18]2([NH:33]C(=O)OC(C)(C)C)[CH2:23][CH2:22][N:21]([C:24]3[C:25]4[CH:32]=[CH:31][NH:30][C:26]=4[N:27]=[CH:28][N:29]=3)[CH2:20][CH2:19]2)=[O:17])[CH2:10][CH2:11][N:12]([CH3:14])[CH3:13])=[CH:5][CH:4]=1. The catalyst is C(Cl)Cl.CO. The product is [NH2:33][C:18]1([C:16]([NH:15][CH:9]([C:6]2[CH:7]=[CH:8][C:3]([Cl:2])=[CH:4][CH:5]=2)[CH2:10][CH2:11][N:12]([CH3:13])[CH3:14])=[O:17])[CH2:19][CH2:20][N:21]([C:24]2[C:25]3[CH:32]=[CH:31][NH:30][C:26]=3[N:27]=[CH:28][N:29]=2)[CH2:22][CH2:23]1. The yield is 0.920. (4) The reactants are [Br:1][C:2]1[CH:7]=[CH:6][C:5]([Cl:8])=[C:4]([CH3:9])[C:3]=1[Cl:10].[Br:11]N1C(=O)CCC1=O. The catalyst is C(OOC(=O)C1C=CC=CC=1)(=O)C1C=CC=CC=1. The product is [Br:1][C:2]1[CH:7]=[CH:6][C:5]([Cl:8])=[C:4]([CH2:9][Br:11])[C:3]=1[Cl:10]. The yield is 0.990. (5) The reactants are [F:1][C:2]([F:20])([F:19])[CH:3]1[CH2:8][CH2:7][CH:6]([O:9][C:10]2[CH:11]=[C:12]3[C:16](=[CH:17][CH:18]=2)[NH:15][CH2:14][CH2:13]3)[CH2:5][CH2:4]1.CCN(C(C)C)C(C)C.[Cl:30][CH2:31][C:32](Cl)=[O:33]. The catalyst is C(Cl)Cl. The product is [Cl:30][CH2:31][C:32]([N:15]1[C:16]2[C:12](=[CH:11][C:10]([O:9][CH:6]3[CH2:5][CH2:4][CH:3]([C:2]([F:1])([F:19])[F:20])[CH2:8][CH2:7]3)=[CH:18][CH:17]=2)[CH2:13][CH2:14]1)=[O:33]. The yield is 0.770. (6) The reactants are C([O:3][CH2:4][CH2:5][O:6][NH:7][C:8]([C:10]1[CH:15]=[CH:14][C:13](=[O:16])[N:12]([CH3:17])[C:11]=1[NH:18][C:19]1[CH:24]=[CH:23][C:22]([Br:25])=[CH:21][C:20]=1[F:26])=[O:9])=C.BrC1C=CC(NC2N(C)C(=O)C=CC=2C(O)=O)=C(F)C=1.C(OCCON)=C. No catalyst specified. The product is [OH:3][CH2:4][CH2:5][O:6][NH:7][C:8]([C:10]1[CH:15]=[CH:14][C:13](=[O:16])[N:12]([CH3:17])[C:11]=1[NH:18][C:19]1[CH:24]=[CH:23][C:22]([Br:25])=[CH:21][C:20]=1[F:26])=[O:9]. The yield is 0.600. (7) The reactants are Cl.[O:2]=[C:3]([N:21]1[CH2:26][CH2:25][NH:24][CH2:23][CH2:22]1)[CH2:4][NH:5][C:6](=[O:20])[C:7]1[CH:12]=[CH:11][C:10]([O:13][C:14]2[CH:19]=[CH:18][CH:17]=[CH:16][CH:15]=2)=[CH:9][CH:8]=1.[C:27]1([S:33](Cl)(=[O:35])=[O:34])[CH:32]=[CH:31][CH:30]=[CH:29][CH:28]=1.O. The catalyst is C(Cl)Cl. The product is [C:27]1([S:33]([N:24]2[CH2:23][CH2:22][N:21]([C:3](=[O:2])[CH2:4][NH:5][C:6](=[O:20])[C:7]3[CH:8]=[CH:9][C:10]([O:13][C:14]4[CH:19]=[CH:18][CH:17]=[CH:16][CH:15]=4)=[CH:11][CH:12]=3)[CH2:26][CH2:25]2)(=[O:35])=[O:34])[CH:32]=[CH:31][CH:30]=[CH:29][CH:28]=1. The yield is 0.470. (8) The reactants are [CH3:1][C:2]([C@H:4]([OH:7])[CH2:5][CH3:6])=[CH2:3].N1C=CN=C1.[Si:13](Cl)([C:26]([CH3:29])([CH3:28])[CH3:27])([C:20]1[CH:25]=[CH:24][CH:23]=[CH:22][CH:21]=1)[C:14]1[CH:19]=[CH:18][CH:17]=[CH:16][CH:15]=1.CC(=O)OCC. The catalyst is CN(C=O)C. The product is [C:26]([Si:13]([O:7][C@H:4]([CH2:5][CH3:6])[C:2]([CH3:1])=[CH2:3])([C:20]1[CH:25]=[CH:24][CH:23]=[CH:22][CH:21]=1)[C:14]1[CH:15]=[CH:16][CH:17]=[CH:18][CH:19]=1)([CH3:29])([CH3:27])[CH3:28]. The yield is 0.940. (9) The reactants are [CH:1]1([O:4][C:5]2[CH:24]=[CH:23][C:8]([C:9]([NH:11][C:12]3[S:13][C:14]([C:17]4[CH:22]=[CH:21][CH:20]=[CH:19][CH:18]=4)=[N:15][N:16]=3)=[O:10])=[CH:7][C:6]=2[N+:25]([O-])=O)[CH2:3][CH2:2]1. The catalyst is CO.C1COCC1.[Pd].O. The product is [NH2:25][C:6]1[CH:7]=[C:8]([CH:23]=[CH:24][C:5]=1[O:4][CH:1]1[CH2:2][CH2:3]1)[C:9]([NH:11][C:12]1[S:13][C:14]([C:17]2[CH:22]=[CH:21][CH:20]=[CH:19][CH:18]=2)=[N:15][N:16]=1)=[O:10]. The yield is 0.610.